From a dataset of Full USPTO retrosynthesis dataset with 1.9M reactions from patents (1976-2016). Predict the reactants needed to synthesize the given product. (1) Given the product [CH3:6][N:7]([CH2:21][C:22]([CH3:27])([S:24][S:25][CH3:26])[CH3:23])[CH2:8][CH2:9][O:10][C:11]1[CH:16]=[C:15]([CH2:17][O:18][C:37]2[C:38]([O:53][CH3:50])=[CH:39][C:40]3[C:41](=[O:42])[N:43]4[CH2:44][C:30](=[CH:29][CH3:28])[CH2:31][C@H:32]4[CH:33]=[N:34][C:35]=3[CH:36]=2)[N:14]=[C:13]([CH2:19][O:20][C:37]2[C:38]([O:45][CH3:46])=[CH:39][C:40]3[C:41](=[O:42])[N:43]4[CH2:44][C:30](=[CH:29][CH3:28])[CH2:31][C@H:32]4[CH:33]=[N:34][C:35]=3[CH:36]=2)[CH:12]=1, predict the reactants needed to synthesize it. The reactants are: CS(Cl)(=O)=O.[CH3:6][N:7]([CH2:21][C:22]([CH3:27])([S:24][S:25][CH3:26])[CH3:23])[CH2:8][CH2:9][O:10][C:11]1[CH:16]=[C:15]([CH2:17][OH:18])[N:14]=[C:13]([CH2:19][OH:20])[CH:12]=1.[CH3:28]/[CH:29]=[C:30]1\[CH2:31][C@H:32]2[N:43]([CH2:44]\1)[C:41](=[O:42])[C:40]1[C:35](=[CH:36][C:37](O)=[C:38]([O:45][CH3:46])[CH:39]=1)[NH:34][CH:33]2OC.[C:50]([O-:53])([O-])=O.[K+].[K+]. (2) Given the product [Br:1][C:2]1[CH:3]=[C:4]([C@@:11]2([CH3:14])[NH:15][C:16](=[O:19])[CH2:17][O:13][CH2:12]2)[CH:5]=[C:6]([N+:8]([O-:10])=[O:9])[CH:7]=1, predict the reactants needed to synthesize it. The reactants are: [Br:1][C:2]1[CH:3]=[C:4]([C@:11]([NH:15][C:16](=[O:19])[CH2:17]Cl)([CH3:14])[CH2:12][OH:13])[CH:5]=[C:6]([N+:8]([O-:10])=[O:9])[CH:7]=1.CC([O-])(C)C.[K+].O. (3) Given the product [CH2:45]([N:5]([CH2:1][CH2:2][CH2:3][CH3:4])[C:6]([C:8]1[N:9]=[C:10]([C:21]2[CH:30]=[CH:29][C:24]([C:25]([O:27][CH3:28])=[O:26])=[CH:23][C:22]=2[C:31]([N:33]2[C@H:42]([CH2:43][OH:44])[CH2:41][C:40]3[C:35](=[CH:36][CH:37]=[CH:38][CH:39]=3)[CH2:34]2)=[O:32])[N:11]([CH2:13][CH2:14][O:55][CH3:54])[CH:12]=1)=[O:7])[CH2:46][CH2:47][CH3:48], predict the reactants needed to synthesize it. The reactants are: [CH2:1]([N:5]([CH2:45][CH2:46][CH2:47][CH3:48])[C:6]([C:8]1[N:9]=[C:10]([C:21]2[CH:30]=[CH:29][C:24]([C:25]([O:27][CH3:28])=[O:26])=[CH:23][C:22]=2[C:31]([N:33]2[C@H:42]([CH2:43][OH:44])[CH2:41][C:40]3[C:35](=[CH:36][CH:37]=[CH:38][CH:39]=3)[CH2:34]2)=[O:32])[N:11]([CH2:13][CH2:14]C2C=CC=CC=2)[CH:12]=1)=[O:7])[CH2:2][CH2:3][CH3:4].C(N(CCCC)[C:54](C1N=C(C2C=CC(C(OC)=O)=CC=2C(O)=O)N(CCOC)C=1)=[O:55])CCC. (4) Given the product [F:30][C:26]1[C:27]([F:29])=[CH:28][C:23]([C:20]2[CH:21]=[CH:22][C:17]([O:16][CH2:15][C:11]3[CH:10]=[C:9]([CH:14]=[CH:13][CH:12]=3)[C:8]([N:6]([CH2:5][C:4]([OH:34])=[O:3])[CH3:7])=[O:33])=[CH:18][CH:19]=2)=[C:24]([O:31][CH3:32])[CH:25]=1, predict the reactants needed to synthesize it. The reactants are: C([O:3][C:4](=[O:34])[CH2:5][N:6]([C:8](=[O:33])[C:9]1[CH:14]=[CH:13][CH:12]=[C:11]([CH2:15][O:16][C:17]2[CH:22]=[CH:21][C:20]([C:23]3[CH:28]=[C:27]([F:29])[C:26]([F:30])=[CH:25][C:24]=3[O:31][CH3:32])=[CH:19][CH:18]=2)[CH:10]=1)[CH3:7])C.[Li+].[OH-].Cl. (5) Given the product [Cl:1][C:2]1[CH:3]=[CH:4][C:5]([C:8]2[CH:13]=[CH:12][N:11]3[C:14](=[O:30])[N:15]([CH2:17][C:18]4[C:19]([CH:28]=[O:29])=[N:20][C:21]([C:24]([F:26])([F:27])[F:25])=[CH:22][CH:23]=4)[N:16]=[C:10]3[C:9]=2[C:31]2[CH:32]=[CH:33][N:34]=[CH:35][CH:36]=2)=[CH:6][CH:7]=1, predict the reactants needed to synthesize it. The reactants are: [Cl:1][C:2]1[CH:7]=[CH:6][C:5]([C:8]2[CH:13]=[CH:12][N:11]3[C:14](=[O:30])[N:15]([CH2:17][C:18]4[C:19]([CH2:28][OH:29])=[N:20][C:21]([C:24]([F:27])([F:26])[F:25])=[CH:22][CH:23]=4)[N:16]=[C:10]3[C:9]=2[C:31]2[CH:36]=[CH:35][N:34]=[CH:33][CH:32]=2)=[CH:4][CH:3]=1.CC(OI1(OC(C)=O)(OC(C)=O)OC(=O)C2C1=CC=CC=2)=O. (6) Given the product [CH2:1]([O:8][N:9]([CH2:24][C:25]1[C:26]([O:35][CH3:36])=[CH:27][C:28]([O:33][CH3:34])=[CH:29][C:30]=1[O:31][CH3:32])[C:10](=[O:23])[CH2:11][CH2:12][C:13]1([CH2:38][C:39]2[CH:40]=[CH:41][C:42]([C:43]([O:45][CH3:46])=[O:44])=[CH:47][CH:48]=2)[C:14](=[O:22])[O:15][C:16]([CH3:21])([CH3:20])[O:17][C:18]1=[O:19])[C:2]1[CH:3]=[CH:4][CH:5]=[CH:6][CH:7]=1, predict the reactants needed to synthesize it. The reactants are: [CH2:1]([O:8][N:9]([CH2:24][C:25]1[C:30]([O:31][CH3:32])=[CH:29][C:28]([O:33][CH3:34])=[CH:27][C:26]=1[O:35][CH3:36])[C:10](=[O:23])[CH2:11][CH2:12][CH:13]1[C:18](=[O:19])[O:17][C:16]([CH3:21])([CH3:20])[O:15][C:14]1=[O:22])[C:2]1[CH:7]=[CH:6][CH:5]=[CH:4][CH:3]=1.Br[CH2:38][C:39]1[CH:48]=[CH:47][C:42]([C:43]([O:45][CH3:46])=[O:44])=[CH:41][CH:40]=1.C(=O)([O-])[O-].[K+].[K+]. (7) Given the product [O:1]=[C:2]1[C:10]2([C:14]3=[CH:15][C:16]4[O:20][CH2:19][O:18][C:17]=4[CH:21]=[C:13]3[O:12][CH2:11]2)[C:9]2[C:4](=[CH:5][CH:6]=[CH:7][CH:8]=2)[N:3]1[CH2:22][C:23]1[CH:24]=[CH:25][C:26]([C:27]([OH:29])=[O:28])=[CH:31][CH:32]=1, predict the reactants needed to synthesize it. The reactants are: [O:1]=[C:2]1[C:10]2([C:14]3=[CH:15][C:16]4[O:20][CH2:19][O:18][C:17]=4[CH:21]=[C:13]3[O:12][CH2:11]2)[C:9]2[C:4](=[CH:5][CH:6]=[CH:7][CH:8]=2)[N:3]1[CH2:22][C:23]1[CH:32]=[CH:31][C:26]([C:27]([O:29]C)=[O:28])=[CH:25][CH:24]=1.O=C1C2(C3=CC4OCOC=4C=C3OC2)C2C(=CC=CC=2)N1CC1C=CC=CC=1C(OC)=O. (8) Given the product [CH3:29][O:28][C:8]1([O:7][CH3:6])[CH2:25][CH2:24][C:23]2[C@@H:22]3[C@H:13]([C@H:14]4[C@@:18]([CH2:20][CH2:21]3)([CH3:19])[CH2:17][CH2:16][CH2:15]4)[C@H:12]([CH3:27])[CH2:11][C:10]=2[CH2:9]1, predict the reactants needed to synthesize it. The reactants are: [OH-].[K+].O.NN.[CH3:6][O:7][C:8]1([O:28][CH3:29])[CH2:25][CH2:24][C:23]2[C@@H:22]3[C@H:13]([C@H:14]4[C@@:18]([CH2:20][CH2:21]3)([CH3:19])[C:17](=O)[CH2:16][CH2:15]4)[C@H:12]([CH3:27])[CH2:11][C:10]=2[CH2:9]1.